The task is: Predict the reaction yield, written as a fraction of the theoretical maximum amount of product (1.0 means a 100% yield; for example, 0.34 means a 34% yield).. This data is from Reaction yield outcomes from USPTO patents with 853,638 reactions. The reactants are [CH3:1][N:2]1[C:7]([C:8]([F:11])([F:10])[F:9])=[CH:6][CH:5]=[C:4]([C:12]([C:14]2[CH:15]=[N:16][N:17]([CH3:20])[C:18]=2[OH:19])=[O:13])[C:3]1=[O:21].N1C=CC=CC=1.C(Cl)(Cl)Cl.[C:32]1([CH3:42])[CH:37]=[CH:36][C:35]([S:38](Cl)(=[O:40])=[O:39])=[CH:34][CH:33]=1. The catalyst is O. The product is [CH3:1][N:2]1[C:7]([C:8]([F:10])([F:11])[F:9])=[CH:6][CH:5]=[C:4]([C:12]([C:14]2[CH:15]=[N:16][N:17]([CH3:20])[C:18]=2[O:19][S:38]([C:35]2[CH:36]=[CH:37][C:32]([CH3:42])=[CH:33][CH:34]=2)(=[O:40])=[O:39])=[O:13])[C:3]1=[O:21]. The yield is 0.920.